Task: Predict the reaction yield, written as a fraction of the theoretical maximum amount of product (1.0 means a 100% yield; for example, 0.34 means a 34% yield).. Dataset: Reaction yield outcomes from USPTO patents with 853,638 reactions (1) The reactants are Cl.[CH2:2]([N:9]1[C@@H:16]([CH2:17][O:18][Si:19]([C:22]([CH3:25])([CH3:24])[CH3:23])([CH3:21])[CH3:20])[CH2:15][NH:14][CH2:13][C:10]21[CH2:12][CH2:11]2)[C:3]1[CH:8]=[CH:7][CH:6]=[CH:5][CH:4]=1.[CH3:26][C:27]([O:30][C:31](O[C:31]([O:30][C:27]([CH3:29])([CH3:28])[CH3:26])=[O:32])=[O:32])([CH3:29])[CH3:28].C([O-])(O)=O.[Na+]. The catalyst is C(Cl)Cl.O. The product is [CH2:2]([N:9]1[C@@H:16]([CH2:17][O:18][Si:19]([C:22]([CH3:25])([CH3:24])[CH3:23])([CH3:20])[CH3:21])[CH2:15][N:14]([C:31]([O:30][C:27]([CH3:29])([CH3:28])[CH3:26])=[O:32])[CH2:13][C:10]21[CH2:11][CH2:12]2)[C:3]1[CH:8]=[CH:7][CH:6]=[CH:5][CH:4]=1. The yield is 0.980. (2) The reactants are C1N=CN(C(N2C=NC=C2)=O)C=1.[CH:13]1[C:18]([C:19]2[CH:20]=[CH:21][C:22]([F:26])=[CH:23][C:24]=2[F:25])=[CH:17][C:16]([C:27]([OH:29])=[O:28])=[C:15]([OH:30])[CH:14]=1.[CH2:31](O)[CH2:32][CH3:33].O. The catalyst is CN(C=O)C. The product is [F:25][C:24]1[CH:23]=[C:22]([F:26])[CH:21]=[CH:20][C:19]=1[C:18]1[CH:13]=[CH:14][C:15]([OH:30])=[C:16]([C:27]([O:29][CH2:31][CH2:32][CH3:33])=[O:28])[CH:17]=1. The yield is 0.760. (3) The reactants are [NH:1]([C:3]1[N:4]=[C:5]2[CH:11]=[CH:10][N:9]([S:12]([C:15]3[CH:21]=[CH:20][C:18]([CH3:19])=[CH:17][CH:16]=3)(=[O:14])=[O:13])[C:6]2=[N:7][CH:8]=1)[NH2:2].[C:22]([O:26][C:27]([NH:29][C:30]12[CH2:37][CH2:36][C:33]([C:38](O)=[O:39])([CH2:34][CH2:35]1)[CH2:32][CH2:31]2)=[O:28])([CH3:25])([CH3:24])[CH3:23].CN(C(ON1N=NC2C=CC=NC1=2)=[N+](C)C)C.F[P-](F)(F)(F)(F)F.C(Cl)Cl. The catalyst is O. The product is [S:12]([N:9]1[C:6]2=[N:7][CH:8]=[C:3]([NH:1][NH:2][C:38]([C:33]34[CH2:34][CH2:35][C:30]([NH:29][C:27](=[O:28])[O:26][C:22]([CH3:24])([CH3:23])[CH3:25])([CH2:31][CH2:32]3)[CH2:37][CH2:36]4)=[O:39])[N:4]=[C:5]2[CH:11]=[CH:10]1)([C:15]1[CH:21]=[CH:20][C:18]([CH3:19])=[CH:17][CH:16]=1)(=[O:13])=[O:14]. The yield is 0.870.